Dataset: Reaction yield outcomes from USPTO patents with 853,638 reactions. Task: Predict the reaction yield, written as a fraction of the theoretical maximum amount of product (1.0 means a 100% yield; for example, 0.34 means a 34% yield). (1) The reactants are [C:1]([Cl:5])(Cl)(Cl)[Cl:2].C1(P(C2C=CC=CC=2)C2C=CC=CC=2)C=CC=CC=1.[Cl:25][C:26]1[C:31]([O:32][C:33]2[CH:38]=[CH:37][CH:36]=[CH:35][C:34]=2[O:39][CH3:40])=[CH:30][C:29]([C:41](=O)[C:42]([O:44][CH2:45][CH3:46])=[O:43])=[C:28]([F:48])[CH:27]=1. The catalyst is ClCCl. The product is [Cl:2][C:1]([Cl:5])=[C:41]([C:29]1[CH:30]=[C:31]([O:32][C:33]2[CH:38]=[CH:37][CH:36]=[CH:35][C:34]=2[O:39][CH3:40])[C:26]([Cl:25])=[CH:27][C:28]=1[F:48])[C:42]([O:44][CH2:45][CH3:46])=[O:43]. The yield is 0.870. (2) The reactants are [H-].[Na+].COP([CH2:9][C:10](=[O:19])[CH2:11][C:12]1[CH:17]=[CH:16][CH:15]=[C:14]([Cl:18])[CH:13]=1)(=O)OC.[CH3:20][O:21][C:22](=[O:38])[CH2:23][O:24][CH2:25][C:26]#[C:27][CH2:28][N:29]1[C:34](=[O:35])[CH2:33][CH2:32][CH2:31][C@@H:30]1[CH:36]=O. The catalyst is C1COCC1. The product is [CH3:20][O:21][C:22](=[O:38])[CH2:23][O:24][CH2:25][C:26]#[C:27][CH2:28][N:29]1[C:34](=[O:35])[CH2:33][CH2:32][CH2:31][C@@H:30]1/[CH:36]=[CH:9]/[C:10](=[O:19])[CH2:11][C:12]1[CH:17]=[CH:16][CH:15]=[C:14]([Cl:18])[CH:13]=1. The yield is 0.680. (3) The reactants are C(=O)([O-])[O-].[Cs+].[Cs+].[F:7][C:8]1[CH:13]=[CH:12][CH:11]=[CH:10][C:9]=1[OH:14].Br[CH:16]([CH3:22])[C:17]([O:19][CH2:20][CH3:21])=[O:18]. The catalyst is CN(C=O)C.C(OCC)C. The product is [CH2:20]([O:19][C:17](=[O:18])[CH:16]([O:14][C:9]1[CH:10]=[CH:11][CH:12]=[CH:13][C:8]=1[F:7])[CH3:22])[CH3:21]. The yield is 0.940. (4) The reactants are [N+:1]([C:4]1[CH:5]=[C:6]([C:10](=O)/[CH:11]=[CH:12]/[C:13]2[CH:18]=[CH:17][CH:16]=[C:15]([N+:19]([O-])=O)[CH:14]=2)[CH:7]=[CH:8][CH:9]=1)([O-])=O.C(O)(=O)C. The catalyst is CN(C)C=O.[Pd]. The product is [CH2:10]([C:6]1[CH:5]=[C:4]([CH:9]=[CH:8][CH:7]=1)[NH2:1])[CH2:11][CH2:12][C:13]1[CH:14]=[C:15]([CH:16]=[CH:17][CH:18]=1)[NH2:19]. The yield is 0.0500. (5) The reactants are Cl[C:2]1[N:7]=[CH:6][N:5]=[C:4]([NH:8][C@H:9]([C:17]([O:19][CH3:20])=[O:18])[CH2:10][C:11]2[CH:16]=[CH:15][CH:14]=[CH:13][CH:12]=2)[CH:3]=1.[CH2:21]([N:28]([C:38]([O:40][C:41]([CH3:44])([CH3:43])[CH3:42])=[O:39])[C:29]1[CH:34]=[CH:33][C:32](B(O)O)=[CH:31][CH:30]=1)[C:22]1[CH:27]=[CH:26][CH:25]=[CH:24][CH:23]=1.C(=O)([O-])[O-].[Na+].[Na+]. The catalyst is C1C=CC([P]([Pd]([P](C2C=CC=CC=2)(C2C=CC=CC=2)C2C=CC=CC=2)([P](C2C=CC=CC=2)(C2C=CC=CC=2)C2C=CC=CC=2)[P](C2C=CC=CC=2)(C2C=CC=CC=2)C2C=CC=CC=2)(C2C=CC=CC=2)C2C=CC=CC=2)=CC=1.CN(C)C=O. The product is [CH2:21]([N:28]([C:38]([O:40][C:41]([CH3:44])([CH3:43])[CH3:42])=[O:39])[C:29]1[CH:30]=[CH:31][C:32]([C:2]2[N:7]=[CH:6][N:5]=[C:4]([NH:8][C@H:9]([C:17]([O:19][CH3:20])=[O:18])[CH2:10][C:11]3[CH:16]=[CH:15][CH:14]=[CH:13][CH:12]=3)[CH:3]=2)=[CH:33][CH:34]=1)[C:22]1[CH:23]=[CH:24][CH:25]=[CH:26][CH:27]=1. The yield is 0.140. (6) The reactants are C([N:4]1[C:12]2[C:7](=[CH:8][C:9]([C:14]([F:21])([F:20])[C:15]([O:17][CH2:18][CH3:19])=[O:16])=[C:10]([F:13])[CH:11]=2)[CH:6]=[N:5]1)(=O)C.Cl. The catalyst is C1COCC1. The product is [F:13][C:10]1[CH:11]=[C:12]2[C:7]([CH:6]=[N:5][NH:4]2)=[CH:8][C:9]=1[C:14]([F:21])([F:20])[C:15]([O:17][CH2:18][CH3:19])=[O:16]. The yield is 0.700. (7) The reactants are [Br:1][C:2]1[CH:7]=[C:6]([CH3:8])[C:5]([C:9]([F:13])([F:12])[CH2:10][OH:11])=[C:4]([CH3:14])[CH:3]=1.N1C=CN=C1.[C:20]([Si:24]([CH3:27])([CH3:26])Cl)([CH3:23])([CH3:22])[CH3:21]. The catalyst is CN(C=O)C.CCOC(C)=O.C([O-])(O)=O.[Na+]. The product is [Br:1][C:2]1[CH:3]=[C:4]([CH3:14])[C:5]([C:9]([F:12])([F:13])[CH2:10][O:11][Si:24]([C:20]([CH3:23])([CH3:22])[CH3:21])([CH3:27])[CH3:26])=[C:6]([CH3:8])[CH:7]=1. The yield is 0.668. (8) The reactants are [F:1][C:2]1[CH:7]=[CH:6][CH:5]=[CH:4][C:3]=1[CH2:8][O:9][C:10]1[CH:15]=[CH:14][C:13]([C@@H:16]2[N:20]([C:21]([O:23][C:24]([CH3:27])([CH3:26])[CH3:25])=[O:22])[C@:19]([CH2:32][OH:33])([C:28]([O:30][CH3:31])=[O:29])[CH2:18][CH2:17]2)=[CH:12][C:11]=1[O:34][CH3:35].[CH3:36]I.[H-].[Na+]. The catalyst is CN(C=O)C. The product is [F:1][C:2]1[CH:7]=[CH:6][CH:5]=[CH:4][C:3]=1[CH2:8][O:9][C:10]1[CH:15]=[CH:14][C:13]([C@@H:16]2[N:20]([C:21]([O:23][C:24]([CH3:25])([CH3:26])[CH3:27])=[O:22])[C@:19]([CH2:32][O:33][CH3:36])([C:28]([O:30][CH3:31])=[O:29])[CH2:18][CH2:17]2)=[CH:12][C:11]=1[O:34][CH3:35]. The yield is 0.860. (9) The reactants are O[CH:2]=[C:3]1[C:11]2[C:6](=[CH:7][C:8]([C:12]([C:14]3[CH:15]=[C:16]([NH:20][C:21]([C:23]4[CH:24]=[N:25][N:26]([CH3:29])[C:27]=4[Cl:28])=[O:22])[CH:17]=[CH:18][CH:19]=3)=[O:13])=[CH:9][CH:10]=2)[NH:5][C:4]1=[O:30].C1COCC1.[NH2:36][C:37]1[CH:42]=[CH:41][C:40]([CH2:43][CH2:44][C:45]([OH:47])=[O:46])=[CH:39][CH:38]=1. The catalyst is CCOC(C)=O.CCCCCC. The product is [Cl:28][C:27]1[N:26]([CH3:29])[N:25]=[CH:24][C:23]=1[C:21]([NH:20][C:16]1[CH:15]=[C:14]([CH:19]=[CH:18][CH:17]=1)[C:12]([C:8]1[CH:7]=[C:6]2[C:11]([C:3](=[CH:2][NH:36][C:37]3[CH:38]=[CH:39][C:40]([CH2:43][CH2:44][C:45]([OH:47])=[O:46])=[CH:41][CH:42]=3)[C:4](=[O:30])[NH:5]2)=[CH:10][CH:9]=1)=[O:13])=[O:22]. The yield is 0.570. (10) The reactants are [O:1]=[C:2]1[CH:7]=[C:6]([O:8][CH2:9][C:10]2[CH:11]=[N:12][C:13]([C:16]([F:19])([F:18])[F:17])=[CH:14][CH:15]=2)[CH:5]=[CH:4][N:3]1[C:20]1[CH:25]=[CH:24][C:23]2[C:26]3[CH2:27][N:28](C(OC(C)(C)C)=O)[CH2:29][CH2:30][C:31]=3[O:32][C:22]=2[CH:21]=1.Cl. The catalyst is CO.CCOCC. The product is [CH2:27]1[C:26]2[C:23]3[CH:24]=[CH:25][C:20]([N:3]4[CH:4]=[CH:5][C:6]([O:8][CH2:9][C:10]5[CH:11]=[N:12][C:13]([C:16]([F:17])([F:18])[F:19])=[CH:14][CH:15]=5)=[CH:7][C:2]4=[O:1])=[CH:21][C:22]=3[O:32][C:31]=2[CH2:30][CH2:29][NH:28]1. The yield is 0.910.